From a dataset of Catalyst prediction with 721,799 reactions and 888 catalyst types from USPTO. Predict which catalyst facilitates the given reaction. (1) Reactant: [C:1]([O:5][C:6]([NH:8][C@@H:9]1[CH2:11][C@H:10]1[C:12]1[CH:20]=[CH:19][C:15]([C:16]([OH:18])=O)=[CH:14][CH:13]=1)=[O:7])([CH3:4])([CH3:3])[CH3:2].[CH:21]1([NH2:27])[CH2:26][CH2:25][CH2:24][CH2:23][CH2:22]1.ON1C2C=CC=CC=2N=N1.Cl.C(N=C=NCCCN(C)C)C.Cl. Product: [CH:21]1([NH:27][C:16]([C:15]2[CH:14]=[CH:13][C:12]([C@@H:10]3[CH2:11][C@H:9]3[NH:8][C:6](=[O:7])[O:5][C:1]([CH3:2])([CH3:3])[CH3:4])=[CH:20][CH:19]=2)=[O:18])[CH2:26][CH2:25][CH2:24][CH2:23][CH2:22]1. The catalyst class is: 3. (2) Reactant: [CH3:1][S:2](Cl)(=[O:4])=[O:3].C(N(CC)CC)C.[OH:13][CH2:14][CH:15]1[CH2:19][CH2:18][N:17]([C:20]2[CH:29]=[C:28]3[C:23]([CH:24]=[C:25]([C:31]4[CH:36]=[CH:35][CH:34]=[CH:33][C:32]=4[C:37]([F:40])([F:39])[F:38])[NH:26][C:27]3=[O:30])=[CH:22][CH:21]=2)[C:16]1=[O:41].[Cl-].[NH4+]. Product: [O:41]=[C:16]1[CH:15]([CH2:14][O:13][S:2]([CH3:1])(=[O:4])=[O:3])[CH2:19][CH2:18][N:17]1[C:20]1[CH:29]=[C:28]2[C:23]([CH:24]=[C:25]([C:31]3[CH:36]=[CH:35][CH:34]=[CH:33][C:32]=3[C:37]([F:40])([F:38])[F:39])[NH:26][C:27]2=[O:30])=[CH:22][CH:21]=1. The catalyst class is: 4.